Dataset: Forward reaction prediction with 1.9M reactions from USPTO patents (1976-2016). Task: Predict the product of the given reaction. (1) Given the reactants C([CH2:5][C:6]([O:11][C:12]1[C:17]([CH3:18])=[CH:16][C:15]([CH2:19][CH2:20][C:21](=[O:37])[C:22]2[S:23][C:24]([C:27]3[CH:32]=[CH:31][C:30]([C:33]([F:36])([F:35])[F:34])=[CH:29][CH:28]=3)=[CH:25][CH:26]=2)=[CH:14][C:13]=1[CH3:38])([CH3:10])[C:7]([O-:9])=[O:8])(C)(C)C.FC(F)(F)C(O)=O, predict the reaction product. The product is: [CH3:38][C:13]1[CH:14]=[C:15]([CH2:19][CH2:20][C:21](=[O:37])[C:22]2[S:23][C:24]([C:27]3[CH:28]=[CH:29][C:30]([C:33]([F:36])([F:35])[F:34])=[CH:31][CH:32]=3)=[CH:25][CH:26]=2)[CH:16]=[C:17]([CH3:18])[C:12]=1[O:11][C:6]([CH3:10])([CH3:5])[C:7]([OH:9])=[O:8]. (2) Given the reactants O1C2(CC[N:8]([C:11](=[O:31])[CH2:12][C:13]([C:15]3[CH:20]=[CH:19][C:18]([N:21]4[CH2:30][CH2:29][C:24]5([O:28][CH2:27][CH2:26][O:25]5)[CH2:23][CH2:22]4)=[CH:17][CH:16]=3)=O)CC2)OCC1.[NH2:32]N, predict the reaction product. The product is: [O:28]1[C:24]2([CH2:29][CH2:30][N:21]([C:18]3[CH:17]=[CH:16][C:15]([C:13]4[NH:32][NH:8][C:11](=[O:31])[CH:12]=4)=[CH:20][CH:19]=3)[CH2:22][CH2:23]2)[O:25][CH2:26][CH2:27]1. (3) Given the reactants Cl[CH2:2][C@@H:3]([NH:8][CH2:9][CH:10]([CH3:12])[CH3:11])[CH2:4][CH:5]([CH3:7])[CH3:6].[CH3:13][C:14]1[CH:19]=[C:18]([N+:20]([O-:22])=[O:21])[CH:17]=[CH:16][C:15]=1[N:23]=[C:24]=[O:25], predict the reaction product. The product is: [CH3:13][C:14]1[CH:19]=[C:18]([N+:20]([O-:22])=[O:21])[CH:17]=[CH:16][C:15]=1[N:23]=[C:24]1[N:8]([CH2:9][CH:10]([CH3:12])[CH3:11])[C@@H:3]([CH2:4][CH:5]([CH3:7])[CH3:6])[CH2:2][O:25]1. (4) Given the reactants [CH3:1][O:2][C:3]1[CH:4]=[C:5]([CH:22]=[CH:23][CH:24]=1)[CH2:6][N:7]([CH3:21])[CH2:8][C:9]([C:11]1[CH:20]=[CH:19][C:18]2[C:13](=[CH:14][CH:15]=[CH:16][CH:17]=2)[CH:12]=1)=[O:10].[BH4-].[Na+], predict the reaction product. The product is: [CH3:1][O:2][C:3]1[CH:4]=[C:5]([CH:22]=[CH:23][CH:24]=1)[CH2:6][N:7]([CH3:21])[CH2:8][CH:9]([C:11]1[CH:20]=[CH:19][C:18]2[C:13](=[CH:14][CH:15]=[CH:16][CH:17]=2)[CH:12]=1)[OH:10].